Dataset: Full USPTO retrosynthesis dataset with 1.9M reactions from patents (1976-2016). Task: Predict the reactants needed to synthesize the given product. (1) Given the product [CH3:1][O:2][C:3]1[CH:4]=[C:5]([C:13]2[CH:21]=[C:20]3[C:16]([C:17]([CH:24]=[O:26])=[N:18][NH:19]3)=[CH:15][CH:14]=2)[CH:6]=[CH:7][C:8]=1[O:9][CH2:10][O:11][CH3:12], predict the reactants needed to synthesize it. The reactants are: [CH3:1][O:2][C:3]1[CH:4]=[C:5]([C:13]2[CH:21]=[C:20]3[C:16]([CH:17]=[N:18][NH:19]3)=[CH:15][CH:14]=2)[CH:6]=[CH:7][C:8]=1[O:9][CH2:10][O:11][CH3:12].II.[C:24]([O-])(=[O:26])C.CCCCCC.C(OCC)(=O)C.CCCCCC. (2) Given the product [ClH:13].[NH:1]1[C:5]2[CH:6]=[CH:7][C:8]([CH2:10][NH2:11])=[CH:9][C:4]=2[N:3]=[CH:2]1, predict the reactants needed to synthesize it. The reactants are: [NH:1]1[C:5]2[CH:6]=[CH:7][C:8]([CH:10]=[N:11]O)=[CH:9][C:4]=2[N:3]=[CH:2]1.[ClH:13]. (3) Given the product [S:1]1[CH:5]=[CH:4][CH:3]=[C:2]1[CH:6]1[CH2:7][NH:8][C:14](=[S:15])[NH:9]1, predict the reactants needed to synthesize it. The reactants are: [S:1]1[CH:5]=[CH:4][CH:3]=[C:2]1[CH:6]([NH2:9])[CH2:7][NH2:8].C(N=[C:14]=[S:15])C=C. (4) Given the product [C:1]([O:5][C:6](=[O:40])[NH:7][C@H:8]([CH2:31][N:32]([C:33](=[O:35])[CH3:34])[OH:36])[CH2:9][C:10]1[CH:11]=[CH:12][C:13]([O:16][C:17]2[CH:22]=[CH:21][C:20]([O:23][C:24]3[CH:25]=[CH:26][C:27]([Cl:30])=[CH:28][CH:29]=3)=[CH:19][CH:18]=2)=[CH:14][CH:15]=1)([CH3:4])([CH3:2])[CH3:3], predict the reactants needed to synthesize it. The reactants are: [C:1]([O:5][C:6](=[O:40])[NH:7][C@H:8]([CH2:31][N:32]([O:36]C(=O)C)[C:33](=[O:35])[CH3:34])[CH2:9][C:10]1[CH:15]=[CH:14][C:13]([O:16][C:17]2[CH:22]=[CH:21][C:20]([O:23][C:24]3[CH:29]=[CH:28][C:27]([Cl:30])=[CH:26][CH:25]=3)=[CH:19][CH:18]=2)=[CH:12][CH:11]=1)([CH3:4])([CH3:3])[CH3:2].C[O-].[Na+]. (5) Given the product [Cl:1][C:2]1[CH:7]=[CH:6][C:5]([S:8]([NH:11][C:12]2[C:13]([C:19]3[N:23]([CH:24]([CH3:25])[CH3:26])[C:22]([CH2:31][N:32]([CH3:34])[CH3:33])=[N:21][N:20]=3)=[N:14][CH:15]=[C:16]([Cl:18])[CH:17]=2)(=[O:9])=[O:10])=[CH:4][C:3]=1[C:27]([F:30])([F:29])[F:28], predict the reactants needed to synthesize it. The reactants are: [Cl:1][C:2]1[CH:7]=[CH:6][C:5]([S:8]([NH:11][C:12]2[C:13]([C:19]3[N:23]([CH:24]([CH3:26])[CH3:25])[CH:22]=[N:21][N:20]=3)=[N:14][CH:15]=[C:16]([Cl:18])[CH:17]=2)(=[O:10])=[O:9])=[CH:4][C:3]=1[C:27]([F:30])([F:29])[F:28].[CH3:31][N+:32]([CH3:34])=[CH2:33].[I-]. (6) Given the product [CH2:1]([C:3]([OH:9])([CH2:4][CH3:5])[CH2:6][CH:7]=[O:19])[CH3:2], predict the reactants needed to synthesize it. The reactants are: [CH2:1]([C:3]([OH:9])([CH2:6][CH:7]=C)[CH2:4][CH3:5])[CH3:2].N1C(C)=CC=CC=1C.I([O-])(=O)(=O)=[O:19].[Na+].C([O-])(O)=O.[Na+]. (7) Given the product [NH:48]1[C:44]2=[N:45][CH:46]=[N:47][C:42]([NH:41][C@@H:37]3[CH2:38][CH2:39][CH2:40][N:35]([C:11](=[O:13])[CH2:10][NH:9][C:4]4[CH:5]=[C:6]([F:8])[CH:7]=[C:2]([Cl:1])[CH:3]=4)[CH2:36]3)=[C:43]2[CH:50]=[N:49]1, predict the reactants needed to synthesize it. The reactants are: [Cl:1][C:2]1[CH:3]=[C:4]([NH:9][CH2:10][C:11]([OH:13])=O)[CH:5]=[C:6]([F:8])[CH:7]=1.C1C=CC2N(O)N=NC=2C=1.CCN=C=NCCCN(C)C.[NH:35]1[CH2:40][CH2:39][CH2:38][C@@H:37]([NH:41][C:42]2[N:47]=[CH:46][N:45]=[C:44]3[NH:48][N:49]=[CH:50][C:43]=23)[CH2:36]1.CCN(C(C)C)C(C)C.